Dataset: HIV replication inhibition screening data with 41,000+ compounds from the AIDS Antiviral Screen. Task: Binary Classification. Given a drug SMILES string, predict its activity (active/inactive) in a high-throughput screening assay against a specified biological target. (1) The drug is COc1cccc(C=C2C(=O)N(C(=O)c3ccc(NC(C)=O)cc3)N=C2C)c1. The result is 0 (inactive). (2) The compound is Cc1ccc(C)c(NC(=O)CC2C(=O)Nc3ccccc3S2(=O)=O)c1. The result is 0 (inactive). (3) The compound is F[PH]1(F)N(c2ccccc2)[PH](F)(F)[Cr]123([PH](F)(F)N(c1ccccc1)[PH]2(F)F)[PH](F)(F)N(c1ccccc1)[PH]3(F)F. The result is 0 (inactive). (4) The result is 0 (inactive). The drug is COC(=O)C1(C)C(OC)=CC(=O)C2C3CCCC3C21. (5) The compound is C=CCOC(OCC=C)C(Br)=CC. The result is 0 (inactive).